From a dataset of Forward reaction prediction with 1.9M reactions from USPTO patents (1976-2016). Predict the product of the given reaction. (1) Given the reactants [CH2:1]([C:8]1[N:13]=[N:12][C:11]([N:14]2[CH2:19][CH2:18][C:17]([F:38])([C:20]3[CH:25]=[CH:24][C:23]([C:26]([CH3:37])([O:28]COCC[Si](C)(C)C)[CH3:27])=[CH:22][N:21]=3)[CH2:16][CH2:15]2)=[C:10]([CH3:39])[C:9]=1[CH3:40])[C:2]1[CH:7]=[CH:6][CH:5]=[CH:4][CH:3]=1.C(O)(C(F)(F)F)=O, predict the reaction product. The product is: [CH2:1]([C:8]1[N:13]=[N:12][C:11]([N:14]2[CH2:15][CH2:16][C:17]([F:38])([C:20]3[CH:25]=[CH:24][C:23]([C:26]([OH:28])([CH3:37])[CH3:27])=[CH:22][N:21]=3)[CH2:18][CH2:19]2)=[C:10]([CH3:39])[C:9]=1[CH3:40])[C:2]1[CH:7]=[CH:6][CH:5]=[CH:4][CH:3]=1. (2) Given the reactants [CH2:1]([C:3]1[NH:4][C:5]([CH2:8][C:9]#[N:10])=[N:6][N:7]=1)[CH3:2].C([O:13][C:14](=O)[CH:15]([C:19]1[CH:24]=[CH:23][CH:22]=[CH:21][CH:20]=1)[C:16]([CH3:18])=O)C.C([O-])(=O)C.[NH4+], predict the reaction product. The product is: [CH2:1]([C:3]1[NH:4][C:5]2=[C:8]([C:9]#[N:10])[C:16]([CH3:18])=[C:15]([C:19]3[CH:24]=[CH:23][CH:22]=[CH:21][CH:20]=3)[C:14](=[O:13])[N:6]2[N:7]=1)[CH3:2]. (3) Given the reactants Cl.Cl.[Cl:3][C:4]1[C:9]2[N:10]([C:16]3[CH:21]=[CH:20][CH:19]=[CH:18][CH:17]=3)[C:11]([C@@H:13]([NH2:15])[CH3:14])=[N:12][C:8]=2[CH:7]=[CH:6][C:5]=1[F:22].Cl[C:24]1[N:32]=[CH:31][N:30]=[C:29]2[C:25]=1[N:26]=[CH:27][N:28]2[CH:33]1[CH2:38][CH2:37][CH2:36][CH2:35][O:34]1.CCN(C(C)C)C(C)C, predict the reaction product. The product is: [Cl:3][C:4]1[C:9]2[N:10]([C:16]3[CH:17]=[CH:18][CH:19]=[CH:20][CH:21]=3)[C:11]([C@@H:13]([NH:15][C:24]3[N:32]=[CH:31][N:30]=[C:29]4[C:25]=3[N:26]=[CH:27][N:28]4[CH:33]3[CH2:38][CH2:37][CH2:36][CH2:35][O:34]3)[CH3:14])=[N:12][C:8]=2[CH:7]=[CH:6][C:5]=1[F:22]. (4) Given the reactants [CH2:1]([S:8]([CH2:11][C@@H:12]([C:31]([NH:33][C:34]1([C:37]#[N:38])CC1)=[O:32])[NH:13][C@@:14]([C:24]1[CH:29]=[CH:28][C:27]([F:30])=[CH:26][CH:25]=1)([C:20]([F:23])([F:22])[F:21])[C:15]#[C:16][CH:17]1[CH2:19][CH2:18]1)(=[O:10])=[O:9])[C:2]1[CH:7]=[CH:6][CH:5]=[CH:4][CH:3]=1.CN(C(ON1N=NC2C=CC=NC1=2)=[N+](C)C)C.F[P-](F)(F)(F)(F)F.NCC#N.CCN(CC)CC, predict the reaction product. The product is: [CH2:1]([S:8]([CH2:11][C@@H:12]([C:31]([NH:33][CH2:34][C:37]#[N:38])=[O:32])[NH:13][C@@:14]([C:24]1[CH:25]=[CH:26][C:27]([F:30])=[CH:28][CH:29]=1)([C:20]([F:23])([F:22])[F:21])[C:15]#[C:16][CH:17]1[CH2:19][CH2:18]1)(=[O:10])=[O:9])[C:2]1[CH:3]=[CH:4][CH:5]=[CH:6][CH:7]=1. (5) Given the reactants F[C:2](F)(F)[C:3]([OH:5])=O.[C:8]([C:10](=[CH:39][CH:40]([CH3:42])[CH3:41])[C:11]([N:13]1[CH2:17][CH2:16][CH2:15][C@@H:14]1[CH2:18][N:19]1[C:23]2[CH:24]=[CH:25][CH:26]=[CH:27][C:22]=2[N:21]=[C:20]1[NH:28][C:29](C1SC(C(F)F)=CC=1)=[O:30])=[O:12])#[N:9].[C:43](C(=CC(C)C)C(O)=O)#[N:44], predict the reaction product. The product is: [C:8]([C:10](=[CH:39][CH:40]([CH3:41])[CH3:42])[C:11]([N:13]1[CH2:17][CH2:16][CH2:15][C@@H:14]1[CH2:18][N:19]1[C:23]2[CH:24]=[CH:25][CH:26]=[CH:27][C:22]=2[N:21]=[C:20]1[NH:28][C:29]([C:3]1[O:5][N:44]=[CH:43][CH:2]=1)=[O:30])=[O:12])#[N:9]. (6) The product is: [CH2:1]([C:5]1([CH2:21][CH2:22][CH2:23][CH3:24])[C:17]2[CH:16]=[C:15]([C:64]3[CH:65]=[N:66][N:67]([C:69]4[CH:70]=[C:71]([OH:75])[CH:72]=[CH:73][CH:74]=4)[CH:68]=3)[CH:14]=[CH:13][C:12]=2[C:11]2[C:6]1=[CH:7][CH:8]=[CH:9][CH:10]=2)[CH2:2][CH2:3][CH3:4]. Given the reactants [CH2:1]([C:5]1([CH2:21][CH2:22][CH2:23][CH3:24])[C:17]2[CH:16]=[C:15](B(O)O)[CH:14]=[CH:13][C:12]=2[C:11]2[C:6]1=[CH:7][CH:8]=[CH:9][CH:10]=2)[CH2:2][CH2:3][CH3:4].C1(P(C2CCCCC2)C2CCCCC2)CCCCC1.C1(P(C2CCCCC2)C2CCCCC2)CCCCC1.Br[C:64]1[CH:65]=[N:66][N:67]([C:69]2[CH:74]=[CH:73][CH:72]=[C:71]([O:75]C)[CH:70]=2)[CH:68]=1.[O-]P([O-])([O-])=O.[K+].[K+].[K+], predict the reaction product. (7) Given the reactants C[O:2][C:3](=O)[CH2:4][N:5]([S:22]([C:25]1[CH:34]=[CH:33][C:32]2[C:27](=[CH:28][CH:29]=[C:30]([Cl:35])[CH:31]=2)[CH:26]=1)(=[O:24])=[O:23])[C@H:6]1[CH2:11][CH2:10][CH2:9][N:8]([CH:12]2[CH2:17][CH2:16][N:15]([CH:18]([CH3:20])[CH3:19])[CH2:14][CH2:13]2)[C:7]1=[O:21].[NH3:37], predict the reaction product. The product is: [Cl:35][C:30]1[CH:31]=[C:32]2[C:27](=[CH:28][CH:29]=1)[CH:26]=[C:25]([S:22]([N:5]([C@H:6]1[CH2:11][CH2:10][CH2:9][N:8]([CH:12]3[CH2:13][CH2:14][N:15]([CH:18]([CH3:20])[CH3:19])[CH2:16][CH2:17]3)[C:7]1=[O:21])[CH2:4][C:3]([NH2:37])=[O:2])(=[O:23])=[O:24])[CH:34]=[CH:33]2.